From a dataset of Peptide-MHC class I binding affinity with 185,985 pairs from IEDB/IMGT. Regression. Given a peptide amino acid sequence and an MHC pseudo amino acid sequence, predict their binding affinity value. This is MHC class I binding data. (1) The peptide sequence is ELVKVREKQL. The MHC is HLA-A02:01 with pseudo-sequence HLA-A02:01. The binding affinity (normalized) is 0.350. (2) The MHC is HLA-B54:01 with pseudo-sequence HLA-B54:01. The peptide sequence is TPTIEDDKI. The binding affinity (normalized) is 0.0942.